From a dataset of Reaction yield outcomes from USPTO patents with 853,638 reactions. Predict the reaction yield, written as a fraction of the theoretical maximum amount of product (1.0 means a 100% yield; for example, 0.34 means a 34% yield). (1) The reactants are [NH2:1][C@@H:2]([C:5]1[CH:10]=[CH:9][CH:8]=[CH:7][CH:6]=1)[CH2:3][OH:4].C(#N)C.[C:14](ON1C(=O)CCC1=O)(=[O:25])[C:15]1[C:16](=[CH:21][CH:22]=[CH:23][CH:24]=1)[C:17](OC)=[O:18]. The catalyst is O. The product is [OH:4][CH2:3][C@@H:2]([N:1]1[C:17](=[O:18])[C:16]2[C:15](=[CH:24][CH:23]=[CH:22][CH:21]=2)[C:14]1=[O:25])[C:5]1[CH:10]=[CH:9][CH:8]=[CH:7][CH:6]=1. The yield is 0.400. (2) The reactants are [F:1][CH:2]([F:39])[C:3]1[CH:4]=[CH:5][C:6]([C:9]([F:38])([F:37])[CH2:10][N:11]2[CH2:16][CH2:15][CH:14]([NH:17][C:18]3[C:19]4[CH:26]=[CH:25][N:24](S(C5C=CC(C)=CC=5)(=O)=O)[C:20]=4[N:21]=[CH:22][N:23]=3)[CH2:13][CH2:12]2)=[N:7][CH:8]=1.[OH-].[Na+]. The catalyst is C1COCC1. The product is [F:39][CH:2]([F:1])[C:3]1[CH:4]=[CH:5][C:6]([C:9]([F:38])([F:37])[CH2:10][N:11]2[CH2:12][CH2:13][CH:14]([NH:17][C:18]3[C:19]4[CH:26]=[CH:25][NH:24][C:20]=4[N:21]=[CH:22][N:23]=3)[CH2:15][CH2:16]2)=[N:7][CH:8]=1. The yield is 0.690. (3) The reactants are [F:1][C:2]([F:7])([F:6])[C:3]([OH:5])=[O:4].C(OC([N:15]1[CH2:19][CH2:18][CH:17]([C:20]2[CH:25]=[CH:24][C:23]([O:26][CH2:27][C:28]3[CH:33]=[CH:32][CH:31]=[CH:30][CH:29]=3)=[CH:22][C:21]=2[O:34][CH2:35][C:36]2[CH:41]=[CH:40][CH:39]=[CH:38][CH:37]=2)[CH2:16]1)=O)(C)(C)C. The catalyst is ClCCl. The product is [F:1][C:2]([F:7])([F:6])[C:3]([O-:5])=[O:4].[CH2:35]([O:34][C:21]1[CH:22]=[C:23]([O:26][CH2:27][C:28]2[CH:29]=[CH:30][CH:31]=[CH:32][CH:33]=2)[CH:24]=[CH:25][C:20]=1[CH:17]1[CH2:18][CH2:19][NH2+:15][CH2:16]1)[C:36]1[CH:37]=[CH:38][CH:39]=[CH:40][CH:41]=1. The yield is 0.760. (4) The reactants are Cl[C:2]1[N:10]=[C:9]2[C:5]([N:6]([CH2:18][O:19][CH2:20][CH2:21][Si:22]([CH3:25])([CH3:24])[CH3:23])[C:7](=[O:17])[N:8]2[CH:11]2[CH2:16][CH2:15][O:14][CH2:13][CH2:12]2)=[CH:4][N:3]=1.[N:26]1[CH:27]=[CH:28][N:29]2[CH:34]=[C:33]([C:35]#[N:36])[CH:32]=[CH:31][C:30]=12.C([O-])(=O)C.[K+]. The catalyst is [Pd].C1(P(C2C=CC=CC=2)C2C=CC=CC=2)C=CC=CC=1.C1(P(C2C=CC=CC=2)C2C=CC=CC=2)C=CC=CC=1.C1(P(C2C=CC=CC=2)C2C=CC=CC=2)C=CC=CC=1.C1(P(C2C=CC=CC=2)C2C=CC=CC=2)C=CC=CC=1. The product is [O:17]=[C:7]1[N:6]([CH2:18][O:19][CH2:20][CH2:21][Si:22]([CH3:25])([CH3:24])[CH3:23])[C:5]2[C:9](=[N:10][C:2]([C:28]3[N:29]4[CH:34]=[C:33]([C:35]#[N:36])[CH:32]=[CH:31][C:30]4=[N:26][CH:27]=3)=[N:3][CH:4]=2)[N:8]1[CH:11]1[CH2:16][CH2:15][O:14][CH2:13][CH2:12]1. The yield is 0.900. (5) The reactants are [Br:1][C:2]1[CH:7]=[C:6]([F:8])[CH:5]=[CH:4][C:3]=1[C:9](=[O:11])[CH3:10].[Br-:12].[Br-].[Br-].C1([N+](C)(C)C)C=CC=CC=1.C1([N+](C)(C)C)C=CC=CC=1.C1([N+](C)(C)C)C=CC=CC=1. The catalyst is O1CCCC1. The product is [Br:12][CH2:10][C:9]([C:3]1[CH:4]=[CH:5][C:6]([F:8])=[CH:7][C:2]=1[Br:1])=[O:11]. The yield is 0.630. (6) The reactants are C([O:5][C:6](=[O:41])[CH2:7][CH2:8][C:9]1[CH:14]=[CH:13][C:12]([O:15][CH2:16][CH2:17][C:18]2[N:19]=[C:20]([C:24]3[CH:29]=[CH:28][CH:27]=[CH:26][CH:25]=3)[O:21][C:22]=2[CH3:23])=[CH:11][C:10]=1[CH2:30][O:31][C:32](=[O:40])[NH:33][CH:34]1[CH2:39][CH2:38][CH2:37][CH2:36][CH2:35]1)(C)(C)C.FC(F)(F)C(O)=O. The catalyst is C(Cl)Cl. The product is [CH:34]1([NH:33][C:32]([O:31][CH2:30][C:10]2[CH:11]=[C:12]([O:15][CH2:16][CH2:17][C:18]3[N:19]=[C:20]([C:24]4[CH:25]=[CH:26][CH:27]=[CH:28][CH:29]=4)[O:21][C:22]=3[CH3:23])[CH:13]=[CH:14][C:9]=2[CH2:8][CH2:7][C:6]([OH:41])=[O:5])=[O:40])[CH2:39][CH2:38][CH2:37][CH2:36][CH2:35]1. The yield is 0.940. (7) The reactants are [OH:1][C:2]1[CH:3]=[C:4]([CH:9]=[C:10]([N+:13]([O-:15])=[O:14])[C:11]=1[CH3:12])[C:5]([O:7][CH3:8])=[O:6].[C:16]([O-])([O-])=O.[K+].[K+].CI. The catalyst is CC(C)=O. The product is [CH3:16][O:1][C:2]1[CH:3]=[C:4]([CH:9]=[C:10]([N+:13]([O-:15])=[O:14])[C:11]=1[CH3:12])[C:5]([O:7][CH3:8])=[O:6]. The yield is 0.940. (8) The product is [CH3:1][C:2]1[CH:7]=[C:6]([CH3:8])[CH:5]=[CH:4][C:3]=1[C:9]1[S:10][C:11]([C:15]([O:22][CH3:20])([O:17][CH3:24])[CH2:16][OH:18])=[C:12]([CH3:14])[N:13]=1. The reactants are [CH3:1][C:2]1[CH:7]=[C:6]([CH3:8])[CH:5]=[CH:4][C:3]=1[C:9]1[S:10][C:11]([C:15](=[O:17])[CH3:16])=[C:12]([CH3:14])[N:13]=1.[OH-:18].[K+].[C:20](O)(=[O:22])C.[C:24](O)(=O)C.IC1C=CC=CC=1. The catalyst is CO. The yield is 0.260. (9) The reactants are [C:1]([O:5][C:6]([N:8]1[CH2:12][CH2:11][CH2:10][CH:9]1[C:13]1[NH:17][C:16]2[CH:18]=[C:19]([C:22]#[CH:23])[CH:20]=[CH:21][C:15]=2[N:14]=1)=[O:7])([CH3:4])([CH3:3])[CH3:2].[I:24][C:25]1[CH:30]=[CH:29][C:28](I)=[CH:27][CH:26]=1.C(N(CC)CC)C. The catalyst is CN(C=O)C.C(OCC)(=O)C.C1C=CC([P]([Pd]([P](C2C=CC=CC=2)(C2C=CC=CC=2)C2C=CC=CC=2)([P](C2C=CC=CC=2)(C2C=CC=CC=2)C2C=CC=CC=2)[P](C2C=CC=CC=2)(C2C=CC=CC=2)C2C=CC=CC=2)(C2C=CC=CC=2)C2C=CC=CC=2)=CC=1.[Cu]I. The product is [C:1]([O:5][C:6]([N:8]1[CH2:12][CH2:11][CH2:10][CH:9]1[C:13]1[NH:17][C:16]2[CH:18]=[C:19]([C:22]#[C:23][C:28]3[CH:29]=[CH:30][C:25]([I:24])=[CH:26][CH:27]=3)[CH:20]=[CH:21][C:15]=2[N:14]=1)=[O:7])([CH3:4])([CH3:3])[CH3:2]. The yield is 0.750.